From a dataset of Full USPTO retrosynthesis dataset with 1.9M reactions from patents (1976-2016). Predict the reactants needed to synthesize the given product. (1) The reactants are: [Cl:1][C:2]1[CH:10]=[C:9]([I:11])[CH:8]=[CH:7][C:3]=1[C:4](O)=[O:5].S(Cl)([Cl:14])=O. Given the product [Cl:1][C:2]1[CH:10]=[C:9]([I:11])[CH:8]=[CH:7][C:3]=1[C:4]([Cl:14])=[O:5], predict the reactants needed to synthesize it. (2) The reactants are: [Br:1][C:2]1[C:11]([F:12])=[CH:10][CH:9]=[C:8]2[C:3]=1[CH2:4][CH2:5][N:6]1[C:17](=[O:18])[CH2:16][NH:15][C:14](=[O:19])[CH2:13][CH:7]12.NCC(N1CCC2C(=CC=C(F)C=2Br)C1CC(O)=O)=O.C(N(CC)CC)C.O. Given the product [Br:1][C:2]1[C:11]([F:12])=[CH:10][CH:9]=[C:8]2[C:3]=1[CH2:4][CH2:5][N:6]1[C:17](=[O:18])[CH2:16][NH:15][C:14](=[O:19])[CH:13]=[C:7]12, predict the reactants needed to synthesize it. (3) The reactants are: [C:1]1([C:7]2[C:8]3[CH:18]=[CH:17][CH:16]=[CH:15][C:9]=3[NH:10][C:11](=[O:14])[CH2:12][N:13]=2)[CH:6]=[CH:5][CH:4]=[CH:3][CH:2]=1.Br[CH2:20][CH2:21][O:22][C:23](=[O:25])[CH3:24]. Given the product [O:14]=[C:11]1[N:10]([CH2:20][CH2:21][O:22][C:23](=[O:25])[CH3:24])[C:9]2[CH:15]=[CH:16][CH:17]=[CH:18][C:8]=2[C:7]([C:1]2[CH:2]=[CH:3][CH:4]=[CH:5][CH:6]=2)=[N:13][CH2:12]1, predict the reactants needed to synthesize it. (4) Given the product [Br:26][CH2:2][CH:1]([C:3]1[CH:4]=[CH:5][C:6]2[C:15]3[CH:14]=[C:13]4[CH2:16][CH2:17][CH2:18][C:19](=[O:20])[C:12]4=[CH:11][C:10]=3[O:9][CH2:8][C:7]=2[CH:21]=1)[OH:34], predict the reactants needed to synthesize it. The reactants are: [CH:1]([C:3]1[CH:4]=[CH:5][C:6]2[C:15]3[CH:14]=[C:13]4[CH2:16][CH2:17][CH2:18][C:19](=[O:20])[C:12]4=[CH:11][C:10]=3[O:9][CH2:8][C:7]=2[CH:21]=1)=[CH2:2].CS(C)=O.[Br:26]N1C(=O)CCC1=O.[OH2:34]. (5) Given the product [CH:1]1[C:11]2[CH:10]=[CH:9][C:8]3[CH:12]=[CH:13][CH:14]=[CH:15][C:7]=3[C:6](=[C:16]3[CH2:17][CH2:18][N:19]([C:22](=[O:36])[CH2:23][CH:24]([NH:29][C:30](=[O:35])[C:31]([CH3:32])([CH3:34])[CH3:33])[CH2:25][OH:26])[CH2:20][CH2:21]3)[C:5]=2[CH:4]=[CH:3][CH:2]=1, predict the reactants needed to synthesize it. The reactants are: [CH:1]1[C:11]2[CH:10]=[CH:9][C:8]3[CH:12]=[CH:13][CH:14]=[CH:15][C:7]=3[C:6](=[C:16]3[CH2:21][CH2:20][N:19]([C:22](=[O:36])[CH2:23][CH:24]([NH:29][C:30](=[O:35])[C:31]([CH3:34])([CH3:33])[CH3:32])[C:25](OC)=[O:26])[CH2:18][CH2:17]3)[C:5]=2[CH:4]=[CH:3][CH:2]=1.[BH4-].[Li+].[Cl-].[NH4+]. (6) Given the product [C:12]1([CH3:22])[CH:13]=[CH:14][C:15]([S:18]([OH:21])(=[O:19])=[O:20])=[CH:16][CH:17]=1.[CH3:1][N:2]1[CH2:7][CH2:6][C:5]2[N:8]=[CH:9][S:10][C:4]=2[CH2:3]1, predict the reactants needed to synthesize it. The reactants are: [CH3:1][N:2]1[CH2:7][CH2:6][C:5]2[N:8]=[CH:9][S:10][C:4]=2[CH2:3]1.O.[C:12]1([CH3:22])[CH:17]=[CH:16][C:15]([S:18]([OH:21])(=[O:20])=[O:19])=[CH:14][CH:13]=1.